Dataset: Full USPTO retrosynthesis dataset with 1.9M reactions from patents (1976-2016). Task: Predict the reactants needed to synthesize the given product. The reactants are: [N+:1]([C:4]1[CH:5]=[N:6][C:7]2[C:12]([C:13]=1[NH:14][CH2:15][CH2:16][CH2:17][CH2:18][CH2:19][C:20]([C:22]1[CH:27]=[CH:26][CH:25]=[CH:24][CH:23]=1)=[O:21])=[CH:11][CH:10]=[CH:9][CH:8]=2)([O-])=O. Given the product [NH2:1][C:4]1[CH:5]=[N:6][C:7]2[C:12]([C:13]=1[NH:14][CH2:15][CH2:16][CH2:17][CH2:18][CH2:19][C:20]([C:22]1[CH:27]=[CH:26][CH:25]=[CH:24][CH:23]=1)=[O:21])=[CH:11][CH:10]=[CH:9][CH:8]=2, predict the reactants needed to synthesize it.